This data is from Reaction yield outcomes from USPTO patents with 853,638 reactions. The task is: Predict the reaction yield, written as a fraction of the theoretical maximum amount of product (1.0 means a 100% yield; for example, 0.34 means a 34% yield). (1) The reactants are Br[CH2:2][C@H:3]1[CH2:7][C:6]2[CH:8]=[C:9]([F:20])[CH:10]=[C:11]([C:12]3[CH:17]=[CH:16][C:15]([Cl:18])=[CH:14][C:13]=3[CH3:19])[C:5]=2[O:4]1.[N:21](CC1CC2C=C(Cl)C=C(C3C=CSC=3)C=2O1)=[N+:22]=[N-:23]. No catalyst specified. The product is [N:21]([CH2:2][C@H:3]1[CH2:7][C:6]2[CH:8]=[C:9]([F:20])[CH:10]=[C:11]([C:12]3[CH:17]=[CH:16][C:15]([Cl:18])=[CH:14][C:13]=3[CH3:19])[C:5]=2[O:4]1)=[N+:22]=[N-:23]. The yield is 0.850. (2) The reactants are [CH2:1]([O:3][C:4]([C:6]1[C:7](Cl)=[C:8]2[CH:14]=C[NH:12][C:9]2=[N:10][CH:11]=1)=[O:5])[CH3:2].Cl.[Cl:17][C:18]1[CH:31]=[CH:30][C:21]([CH2:22][C:23]2([NH2:29])[CH2:28][CH2:27][NH:26][CH2:25][CH2:24]2)=[CH:20][CH:19]=1.C([N:34](CC)CC)C. The catalyst is C(O)CCC.C(OCC)(=O)C. The product is [CH2:1]([O:3][C:4]([C:6]1[C:7]([N:26]2[CH2:25][CH2:24][C:23]([NH2:29])([CH2:22][C:21]3[CH:20]=[CH:19][C:18]([Cl:17])=[CH:31][CH:30]=3)[CH2:28][CH2:27]2)=[C:8]2[CH:14]=[N:34][NH:12][C:9]2=[N:10][CH:11]=1)=[O:5])[CH3:2]. The yield is 0.870. (3) The reactants are [Br:1][C:2]1[CH:3]=[CH:4][C:5]([OH:11])=[C:6]([C:8](=[O:10])[CH3:9])[CH:7]=1.[CH3:12][C:13]([CH3:15])=O.N1CCCC1.Cl. The catalyst is C1(C)C=CC=CC=1. The product is [Br:1][C:2]1[CH:7]=[C:6]2[C:5](=[CH:4][CH:3]=1)[O:11][C:13]([CH3:15])([CH3:12])[CH2:9][C:8]2=[O:10]. The yield is 0.710. (4) The reactants are [CH3:1][N:2]([CH3:24])[CH2:3][CH2:4][O:5][C:6]1[CH:11]=[CH:10][C:9]([C:12]2[C:20]3[C:15](=[CH:16][CH:17]=[C:18]([C:21]([NH2:23])=O)[CH:19]=3)[NH:14][N:13]=2)=[CH:8][CH:7]=1.COC(OC)[N:28]([CH3:30])C.[NH2:33]N. The catalyst is C(O)(=O)C. The product is [NH:33]1[C:21]([C:18]2[CH:19]=[C:20]3[C:15](=[CH:16][CH:17]=2)[NH:14][N:13]=[C:12]3[C:9]2[CH:10]=[CH:11][C:6]([O:5][CH2:4][CH2:3][N:2]([CH3:24])[CH3:1])=[CH:7][CH:8]=2)=[N:23][CH:30]=[N:28]1. The yield is 0.865. (5) The yield is 0.0700. No catalyst specified. The product is [C:1]([O:5][C:6](=[O:18])[NH:7][C:8]1[CH:9]=[N:10][C:11]([C:14]2[N:17]=[C:25]([C:24]3[CH:28]=[CH:29][C:21]([O:20][CH3:19])=[CH:22][C:23]=3[OH:30])[O:16][N:15]=2)=[CH:12][CH:13]=1)([CH3:4])([CH3:2])[CH3:3]. The reactants are [C:1]([O:5][C:6](=[O:18])[NH:7][C:8]1[CH:9]=[N:10][C:11]([C:14](=[NH:17])[NH:15][OH:16])=[CH:12][CH:13]=1)([CH3:4])([CH3:3])[CH3:2].[CH3:19][O:20][C:21]1[CH:22]=[C:23]([OH:30])[C:24](=[CH:28][CH:29]=1)[C:25](O)=O. (6) The reactants are [CH:1]1([C:4]([NH:10][S@@:11]([C:13]([CH3:16])([CH3:15])[CH3:14])=[O:12])([CH3:9])/[C:5](=[N:7]/[OH:8])/[NH2:6])[CH2:3][CH2:2]1.[CH2:17](OC(OCC)OCC)C. The catalyst is CC(O)=O. The product is [CH:1]1([C:4]([NH:10][S@@:11]([C:13]([CH3:16])([CH3:15])[CH3:14])=[O:12])([C:5]2[N:6]=[CH:17][O:8][N:7]=2)[CH3:9])[CH2:3][CH2:2]1. The yield is 0.360. (7) The reactants are [N:1]1[CH:6]=[CH:5][N:4]=[CH:3][C:2]=1[C:7]1[CH:8]=[C:9]([CH:12]=[CH:13][CH:14]=1)[CH:10]=[O:11].[BH4-].[Na+]. The catalyst is CO. The product is [N:1]1[CH:6]=[CH:5][N:4]=[CH:3][C:2]=1[C:7]1[CH:8]=[C:9]([CH2:10][OH:11])[CH:12]=[CH:13][CH:14]=1. The yield is 0.990. (8) The reactants are [Br:1][C:2]1[C:3]([F:12])=[C:4]2[C:10]([NH2:11])=[CH:9][NH:8][C:5]2=[N:6][CH:7]=1.[F:13][C:14]1[CH:22]=[CH:21][C:20]([CH3:23])=[CH:19][C:15]=1[C:16](O)=[O:17].C1N(P(Cl)(N2C(=O)OCC2)=O)C(=O)OC1.C(N(CC)CC)C. The catalyst is C(Cl)Cl. The product is [Br:1][C:2]1[C:3]([F:12])=[C:4]2[C:10]([NH:11][C:16](=[O:17])[C:15]3[CH:19]=[C:20]([CH3:23])[CH:21]=[CH:22][C:14]=3[F:13])=[CH:9][NH:8][C:5]2=[N:6][CH:7]=1. The yield is 0.630.